From a dataset of Full USPTO retrosynthesis dataset with 1.9M reactions from patents (1976-2016). Predict the reactants needed to synthesize the given product. (1) Given the product [NH2:17][C:15]1[CH:14]=[CH:13][C:11]2[N:12]=[C:7]([CH:1]3[CH2:6][CH2:5][CH2:4][CH2:3][CH2:2]3)[NH:8][S:9](=[O:21])(=[O:20])[C:10]=2[CH:16]=1, predict the reactants needed to synthesize it. The reactants are: [CH:1]1([C:7]2[NH:8][S:9](=[O:21])(=[O:20])[C:10]3[CH:16]=[C:15]([N+:17]([O-])=O)[CH:14]=[CH:13][C:11]=3[N:12]=2)[CH2:6][CH2:5][CH2:4][CH2:3][CH2:2]1.CCO. (2) Given the product [S:25]1[C:29]2[CH:30]=[CH:31][C:32]([NH:34][C:13]([CH:14]3[C:15]4[C:16](=[CH:20][CH:21]=[CH:22][CH:23]=4)[C:17](=[O:19])[N:12]([CH2:11][CH2:10][O:9][CH3:8])[CH:6]3[C:2]3[S:1][CH:5]=[CH:4][CH:3]=3)=[O:24])=[CH:33][C:28]=2[N:27]=[CH:26]1, predict the reactants needed to synthesize it. The reactants are: [S:1]1[CH:5]=[CH:4][CH:3]=[C:2]1[CH:6]=O.[CH3:8][O:9][CH2:10][CH2:11][NH2:12].[C:13]1(=[O:24])[O:19][C:17](=O)[C:16]2=[CH:20][CH:21]=[CH:22][CH:23]=[C:15]2[CH2:14]1.[S:25]1[C:29]2[CH:30]=[CH:31][C:32]([NH2:34])=[CH:33][C:28]=2[N:27]=[CH:26]1. (3) Given the product [CH3:1][S:2]([C:3]1[N:10]=[C:9]([CH2:11][O:12][Si:13]([CH:17]([CH3:19])[CH3:18])([CH:14]([CH3:16])[CH3:15])[CH:20]([CH3:22])[CH3:21])[CH:8]=[CH:7][C:4]=1[C:5]#[N:6])(=[O:28])=[O:39], predict the reactants needed to synthesize it. The reactants are: [CH3:1][S:2][C:3]1[N:10]=[C:9]([CH2:11][O:12][Si:13]([CH:20]([CH3:22])[CH3:21])([CH:17]([CH3:19])[CH3:18])[CH:14]([CH3:16])[CH3:15])[CH:8]=[CH:7][C:4]=1[C:5]#[N:6].ClC1C=C(C=CC=1)C(O)=[O:28].C(=O)([O-])[O-].[K+].[K+].[OH2:39]. (4) Given the product [NH2:34][C:35]1[C:36]([C:45]([NH:48][C@@H:49]([C:54]2[CH:55]=[CH:56][C:57]([OH:60])=[CH:58][CH:59]=2)[C:50]([O:52][CH3:53])=[O:51])=[O:47])=[CH:37][C:38]2[C:43]([CH:44]=1)=[CH:42][CH:41]=[CH:40][CH:39]=2, predict the reactants needed to synthesize it. The reactants are: CN(C(ON1N=NC2C=CC=NC1=2)=[N+](C)C)C.F[P-](F)(F)(F)(F)F.C(N(CC)C(C)C)(C)C.[NH2:34][C:35]1[C:36]([C:45]([OH:47])=O)=[CH:37][C:38]2[C:43]([CH:44]=1)=[CH:42][CH:41]=[CH:40][CH:39]=2.[NH2:48][C@@H:49]([C:54]1[CH:59]=[CH:58][C:57]([OH:60])=[CH:56][CH:55]=1)[C:50]([O:52][CH3:53])=[O:51].C([O-])(O)=O.[Na+]. (5) Given the product [ClH:1].[C:21]([CH:7]([NH2:6])[C:8]([C:10]1[CH:11]=[CH:12][C:13]([OH:16])=[CH:14][CH:15]=1)=[O:9])([CH3:24])([CH3:23])[CH3:22], predict the reactants needed to synthesize it. The reactants are: [ClH:1].C([NH:6][CH2:7][C:8]([C:10]1[CH:15]=[CH:14][C:13]([OH:16])=[CH:12][CH:11]=1)=[O:9])(C)(C)C.C(N)(C)C.[C:21](N)([CH3:24])([CH3:23])[CH3:22].